From a dataset of Forward reaction prediction with 1.9M reactions from USPTO patents (1976-2016). Predict the product of the given reaction. (1) Given the reactants [CH2:1]([N:6]1[C:10](=[O:11])[CH:9]([CH:12]([CH3:16])[C:13](O)=[O:14])[S:8][CH:7]1[C:17]1[CH:22]=[CH:21][CH:20]=[CH:19][CH:18]=1)[CH2:2][CH:3]([CH3:5])[CH3:4].OC(C(F)(F)F)=O.[NH:30]1[CH2:35][CH2:34][CH:33]([N:36]2[CH2:45][C:44]3[C:39](=[CH:40][CH:41]=[CH:42][CH:43]=3)[NH:38][C:37]2=[O:46])[CH2:32][CH2:31]1.CCN(C(C)C)C(C)C.CN(C(ON1N=NC2C=CC=NC1=2)=[N+](C)C)C.F[P-](F)(F)(F)(F)F, predict the reaction product. The product is: [CH2:1]([N:6]1[C:10](=[O:11])[CH:9]([CH:12]([CH3:16])[C:13]([N:30]2[CH2:31][CH2:32][CH:33]([N:36]3[CH2:45][C:44]4[C:39](=[CH:40][CH:41]=[CH:42][CH:43]=4)[NH:38][C:37]3=[O:46])[CH2:34][CH2:35]2)=[O:14])[S:8][CH:7]1[C:17]1[CH:22]=[CH:21][CH:20]=[CH:19][CH:18]=1)[CH2:2][CH:3]([CH3:5])[CH3:4]. (2) Given the reactants [CH3:1][O:2][C:3]1[CH:12]=[CH:11][C:6]([C:7]([O:9][CH3:10])=[O:8])=[CH:5][C:4]=1[CH3:13].[Br:14]N1C(=O)CCC1=O, predict the reaction product. The product is: [Br:14][CH2:13][C:4]1[CH:5]=[C:6]([CH:11]=[CH:12][C:3]=1[O:2][CH3:1])[C:7]([O:9][CH3:10])=[O:8]. (3) Given the reactants C[Si]([N-][Si](C)(C)C)(C)C.[Na+].[NH2:11][C:12]1[CH:17]=[CH:16][N:15]=[C:14]([Cl:18])[CH:13]=1.[C:19](O[C:19]([O:21][C:22]([CH3:25])([CH3:24])[CH3:23])=[O:20])([O:21][C:22]([CH3:25])([CH3:24])[CH3:23])=[O:20], predict the reaction product. The product is: [C:22]([O:21][C:19](=[O:20])[NH:11][C:12]1[CH:17]=[CH:16][N:15]=[C:14]([Cl:18])[CH:13]=1)([CH3:25])([CH3:24])[CH3:23]. (4) The product is: [NH2:26][C:21]1[S:22][C@@H:23]2[C@H:25]([C@:19]([C:17]3[CH:18]=[C:13]([NH:12][C:8]4[C:9]5[N:10]=[CH:11][C:2]([C:60]#[N:61])=[CH:3][C:4]=5[N:5]=[CH:6][N:7]=4)[CH:14]=[C:15]([F:30])[C:16]=3[F:29])([CH2:27][F:28])[N:20]=1)[CH2:24]2. Given the reactants Cl[C:2]1[CH:11]=[N:10][C:9]2[C:8]([NH:12][C:13]3[CH:14]=[C:15]([F:30])[C:16]([F:29])=[C:17]([C@:19]4([CH2:27][F:28])[C@H:25]5[C@H:23]([CH2:24]5)[S:22][C:21]([NH2:26])=[N:20]4)[CH:18]=3)=[N:7][CH:6]=[N:5][C:4]=2[CH:3]=1.C1(P(C2CCCCC2)C2C=CC=CC=2C2C(OC)=CC=CC=2OC)CCCCC1.[CH3:60][N:61](C=O)C, predict the reaction product. (5) Given the reactants [F:1][C:2]([F:31])([F:30])[C:3]1[CH:4]=[C:5]([C@H:9]([O:11][C:12](=[O:29])[NH:13][C:14]2[C:15]([CH3:28])=[N:16][O:17][C:18]=2[C:19]2[CH:24]=[CH:23][C:22](Br)=[CH:21][C:20]=2[O:26][CH3:27])[CH3:10])[CH:6]=[CH:7][CH:8]=1.[CH2:32]([O:34][C:35]([C:37]1([C:40]2[CH:45]=[CH:44][C:43](B3OC(C)(C)C(C)(C)O3)=[CH:42][CH:41]=2)[CH2:39][CH2:38]1)=[O:36])[CH3:33], predict the reaction product. The product is: [CH2:32]([O:34][C:35]([C:37]1([C:40]2[CH:45]=[CH:44][C:43]([C:22]3[CH:23]=[CH:24][C:19]([C:18]4[O:17][N:16]=[C:15]([CH3:28])[C:14]=4[NH:13][C:12]([O:11][C@@H:9]([C:5]4[CH:6]=[CH:7][CH:8]=[C:3]([C:2]([F:31])([F:30])[F:1])[CH:4]=4)[CH3:10])=[O:29])=[C:20]([O:26][CH3:27])[CH:21]=3)=[CH:42][CH:41]=2)[CH2:38][CH2:39]1)=[O:36])[CH3:33]. (6) Given the reactants [CH:1]([CH:3]1[CH2:8][CH2:7][N:6]([C:9]2[CH:14]=[CH:13][C:12]([NH:15][C:16](=[O:22])[O:17][C:18]([CH3:21])([CH3:20])[CH3:19])=[CH:11][CH:10]=2)[CH2:5][CH2:4]1)=O.[CH3:23][N:24]([CH3:28])[CH2:25][CH2:26][NH2:27].C([BH3-])#N.[Na+], predict the reaction product. The product is: [CH3:23][N:24]([CH3:28])[CH2:25][CH2:26][NH:27][CH2:1][CH:3]1[CH2:8][CH2:7][N:6]([C:9]2[CH:14]=[CH:13][C:12]([NH:15][C:16](=[O:22])[O:17][C:18]([CH3:21])([CH3:20])[CH3:19])=[CH:11][CH:10]=2)[CH2:5][CH2:4]1. (7) Given the reactants [NH2:1][C:2]1[N:7]([CH3:8])[C:6](=[O:9])[NH:5][C:4](=[O:10])[C:3]=1[NH:11][CH:12]([C@H:14]1[CH2:19][CH2:18][C@H:17]([CH3:20])[CH2:16][CH2:15]1)[CH3:13].[CH:21](OCC)(OCC)OCC, predict the reaction product. The product is: [CH3:8][N:7]1[C:2]2[N:1]=[CH:21][N:11]([CH:12]([C@H:14]3[CH2:15][CH2:16][C@H:17]([CH3:20])[CH2:18][CH2:19]3)[CH3:13])[C:3]=2[C:4](=[O:10])[NH:5][C:6]1=[O:9]. (8) Given the reactants [F:1][C:2]1[CH:7]=[CH:6][C:5]([OH:8])=[C:4]([O:9][CH3:10])[CH:3]=1.C(N(CC)CC)C.[Si:18](Cl)([C:21]([CH3:24])([CH3:23])[CH3:22])([CH3:20])[CH3:19], predict the reaction product. The product is: [C:21]([Si:18]([O:8][C:5]1[CH:6]=[CH:7][C:2]([F:1])=[CH:3][C:4]=1[O:9][CH3:10])([CH3:20])[CH3:19])([CH3:24])([CH3:23])[CH3:22].